From a dataset of Full USPTO retrosynthesis dataset with 1.9M reactions from patents (1976-2016). Predict the reactants needed to synthesize the given product. (1) The reactants are: [CH2:1]([CH:4]1[CH2:12][C:11]2[C:6](=[CH:7][CH:8]=[CH:9][CH:10]=2)[NH:5]1)[CH2:2][CH3:3].[Cl:13][C:14]1[N:19]=[CH:18][N:17]=[C:16]([C:20](Cl)=[O:21])[CH:15]=1.[OH-].[Na+]. Given the product [Cl:13][C:14]1[N:19]=[CH:18][N:17]=[C:16]([C:20]([N:5]2[C:6]3[C:11](=[CH:10][CH:9]=[CH:8][CH:7]=3)[CH2:12][CH:4]2[CH2:1][CH2:2][CH3:3])=[O:21])[CH:15]=1, predict the reactants needed to synthesize it. (2) Given the product [CH2:12]([NH:19][C:1](=[O:9])[CH2:2][CH2:3][CH2:4][CH2:5][CH:6]=[CH2:7])[C:13]1[CH:18]=[CH:17][CH:16]=[CH:15][CH:14]=1, predict the reactants needed to synthesize it. The reactants are: [C:1]([O:9]CC)(=O)[CH2:2][CH2:3][CH2:4][CH2:5][CH:6]=[CH2:7].[CH2:12]([NH2:19])[C:13]1[CH:18]=[CH:17][CH:16]=[CH:15][CH:14]=1.N12CCCNC1=NCCC2.